From a dataset of Full USPTO retrosynthesis dataset with 1.9M reactions from patents (1976-2016). Predict the reactants needed to synthesize the given product. (1) Given the product [C:1]([O:5][C:6](=[O:38])[N:7]([C@H:8]([C:10](=[O:36])[NH:11][C@@H:12]1[C:18](=[O:19])[N:17]([CH2:20][C:21]2[C:30]3[C:25](=[CH:26][CH:27]=[CH:28][CH:29]=3)[CH:24]=[CH:23][C:22]=2[CH3:31])[C:16]2[CH:32]=[CH:33][CH:34]=[CH:35][C:15]=2[N:14]([C:39](=[O:44])[CH2:40][C:41](=[O:42])[NH2:43])[CH2:13]1)[CH3:9])[CH3:37])([CH3:4])([CH3:2])[CH3:3], predict the reactants needed to synthesize it. The reactants are: [C:1]([O:5][C:6](=[O:38])[N:7]([CH3:37])[C@H:8]([C:10](=[O:36])[NH:11][C@@H:12]1[C:18](=[O:19])[N:17]([CH2:20][C:21]2[C:30]3[C:25](=[CH:26][CH:27]=[CH:28][CH:29]=3)[CH:24]=[CH:23][C:22]=2[CH3:31])[C:16]2[CH:32]=[CH:33][CH:34]=[CH:35][C:15]=2[NH:14][CH2:13]1)[CH3:9])([CH3:4])([CH3:3])[CH3:2].[C:39](O)(=[O:44])[CH2:40][C:41]([NH2:43])=[O:42].N1C=CC=CC=1.O=P(Cl)(Cl)Cl. (2) Given the product [NH2:1][C:4]1[CH:5]=[C:6]2[O:12][C:11](=[O:13])[NH:10][C:7]2=[N:8][CH:9]=1, predict the reactants needed to synthesize it. The reactants are: [N+:1]([C:4]1[CH:5]=[C:6]2[O:12][C:11](=[O:13])[NH:10][C:7]2=[N:8][CH:9]=1)([O-])=O. (3) Given the product [Cl:1][C:2]1[CH:7]=[CH:6][C:5]([N:8]([CH3:13])[S:9]([CH3:12])(=[O:11])=[O:10])=[C:4]([CH:3]=1)[CH2:14][NH:15][C:16](=[O:17])[O:18][C:19]([CH3:22])([CH3:21])[CH3:20], predict the reactants needed to synthesize it. The reactants are: [Cl:1][C:2]1[CH:7]=[CH:6][C:5]([N:8]([CH3:13])[S:9]([CH3:12])(=[O:11])=[O:10])=[C:4]([C:14]#[N:15])[CH:3]=1.[C:16](O[C:16]([O:18][C:19]([CH3:22])([CH3:21])[CH3:20])=[O:17])([O:18][C:19]([CH3:22])([CH3:21])[CH3:20])=[O:17].[BH4-].[Na+]. (4) Given the product [OH:7][C:8]1[CH:15]=[C:14]([OH:16])[CH:13]=[CH:12][C:9]=1[CH:10]=[N:2][NH:1][CH2:3][CH2:4][C:5]#[N:6], predict the reactants needed to synthesize it. The reactants are: [NH:1]([CH2:3][CH2:4][C:5]#[N:6])[NH2:2].[OH:7][C:8]1[CH:15]=[C:14]([OH:16])[CH:13]=[CH:12][C:9]=1[CH:10]=O. (5) Given the product [CH3:22][N:23]([CH3:36])[S:24]([C:27]1[CH:35]=[CH:34][C:30]([C:31]([O:20][C:16]2[CH:17]=[CH:18][CH:19]=[C:14]([C:13]3[C:12]4[C:7](=[C:8]([Cl:21])[CH:9]=[CH:10][CH:11]=4)[N:6]=[CH:5][C:4]=3[CH:2]([CH3:1])[CH3:3])[CH:15]=2)=[O:32])=[CH:29][CH:28]=1)(=[O:25])=[O:26], predict the reactants needed to synthesize it. The reactants are: [CH3:1][CH:2]([C:4]1[CH:5]=[N:6][C:7]2[C:12]([C:13]=1[C:14]1[CH:19]=[CH:18][CH:17]=[C:16]([OH:20])[CH:15]=1)=[CH:11][CH:10]=[CH:9][C:8]=2[Cl:21])[CH3:3].[CH3:22][N:23]([CH3:36])[S:24]([C:27]1[CH:35]=[CH:34][C:30]([C:31](O)=[O:32])=[CH:29][CH:28]=1)(=[O:26])=[O:25].